This data is from Forward reaction prediction with 1.9M reactions from USPTO patents (1976-2016). The task is: Predict the product of the given reaction. Given the reactants Cl[C:2]1[C:7]([C:8]2[CH:13]=[CH:12][C:11]([CH3:14])=[CH:10][CH:9]=2)=[C:6]([Cl:15])[N:5]=[C:4]([C:16]2[CH:21]=[CH:20][N:19]=[CH:18][CH:17]=2)[N:3]=1.[K+].[CH:23]([C:26]1[CH:27]=[CH:28][C:29]([S:32]([NH-:35])(=[O:34])=[O:33])=[N:30][CH:31]=1)([CH3:25])[CH3:24], predict the reaction product. The product is: [CH:23]([C:26]1[CH:27]=[CH:28][C:29]([S:32]([NH:35][C:2]2[C:7]([C:8]3[CH:13]=[CH:12][C:11]([CH3:14])=[CH:10][CH:9]=3)=[C:6]([Cl:15])[N:5]=[C:4]([C:16]3[CH:21]=[CH:20][N:19]=[CH:18][CH:17]=3)[N:3]=2)(=[O:34])=[O:33])=[N:30][CH:31]=1)([CH3:25])[CH3:24].